Dataset: Full USPTO retrosynthesis dataset with 1.9M reactions from patents (1976-2016). Task: Predict the reactants needed to synthesize the given product. (1) Given the product [CH3:55][O:56][C:57]1[CH:64]=[CH:63][C:60]([CH2:61][N:8]2[CH2:13][CH2:12][CH:11]([NH:14][C:15]3[CH:23]=[C:22]([C:24]([F:26])([F:25])[F:27])[C:18]([C:19]([OH:21])=[O:20])=[CH:17][N:16]=3)[CH2:10][CH2:9]2)=[CH:59][C:58]=1[O:65][CH2:66][CH2:67][CH3:68], predict the reactants needed to synthesize it. The reactants are: C(OC1C=C(C=CC=1O)C[N:8]1[CH2:13][CH2:12][CH:11]([NH:14][C:15]2[CH:23]=[C:22]([C:24]([F:27])([F:26])[F:25])[C:18]([C:19]([OH:21])=[O:20])=[CH:17][N:16]=2)[CH2:10][CH2:9]1)C.Cl.Cl.COC(=O)C1C(C(F)(F)F)=CC(NC2CCNCC2)=NC=1.[CH3:55][O:56][C:57]1[CH:64]=[CH:63][C:60]([CH:61]=O)=[CH:59][C:58]=1[O:65][CH2:66][CH2:67][CH3:68]. (2) The reactants are: [NH2:1][CH:2]1[CH2:7][CH2:6][N:5]([C:8]([O:10][C:11]([CH3:14])([CH3:13])[CH3:12])=[O:9])[CH2:4][CH2:3]1.[C:15](=O)(O)[O-:16].[Na+].C(Cl)(Cl)=O.C1(C)C=CC=CC=1.[CH3:31][O:32][CH:33]([O:36][CH3:37])[CH2:34][NH2:35]. Given the product [CH3:31][O:32][CH:33]([O:36][CH3:37])[CH2:34][NH:35][C:15](=[O:16])[NH:1][CH:2]1[CH2:3][CH2:4][N:5]([C:8]([O:10][C:11]([CH3:14])([CH3:13])[CH3:12])=[O:9])[CH2:6][CH2:7]1, predict the reactants needed to synthesize it. (3) Given the product [CH2:37]([N:39]([CH2:42][C:43]1[S:47][C:46]([C:48]2[O:52][N:51]=[C:50]([C:53]3[CH:54]=[CH:55][C:56]([CH2:59][CH2:60][NH:61][C:1](=[O:5])[CH2:2][OH:3])=[CH:57][CH:58]=3)[N:49]=2)=[CH:45][C:44]=1[CH3:62])[CH2:40][CH3:41])[CH3:38], predict the reactants needed to synthesize it. The reactants are: [C:1]([OH:5])(=O)[CH2:2][OH:3].CCN(C(C)C)C(C)C.C1C=CC2N(O)N=NC=2C=1.CCN=C=NCCCN(C)C.Cl.[CH2:37]([N:39]([CH2:42][C:43]1[S:47][C:46]([C:48]2[O:52][N:51]=[C:50]([C:53]3[CH:58]=[CH:57][C:56]([CH2:59][CH2:60][NH2:61])=[CH:55][CH:54]=3)[N:49]=2)=[CH:45][C:44]=1[CH3:62])[CH2:40][CH3:41])[CH3:38]. (4) Given the product [C:36]([C:35]1[C:34]([OH:41])=[C:33]([C:9]2[CH:30]=[CH:29][CH:28]=[C:11]([CH2:12][O:13][C:14]3[CH:19]=[CH:18][CH:17]=[CH:16][C:15]=3[CH2:20][C:21]([O:23][C:24]([CH3:25])([CH3:26])[CH3:27])=[O:22])[CH:10]=2)[CH:40]=[CH:39][CH:38]=1)#[N:37], predict the reactants needed to synthesize it. The reactants are: CC1(C)C(C)(C)OB([C:9]2[CH:10]=[C:11]([CH:28]=[CH:29][CH:30]=2)[CH2:12][O:13][C:14]2[CH:19]=[CH:18][CH:17]=[CH:16][C:15]=2[CH2:20][C:21]([O:23][C:24]([CH3:27])([CH3:26])[CH3:25])=[O:22])O1.Br[C:33]1[C:34]([OH:41])=[C:35]([CH:38]=[CH:39][CH:40]=1)[C:36]#[N:37]. (5) Given the product [F:14][C:8]1[CH:9]=[C:10]([F:13])[CH:11]=[CH:12][C:7]=1[N:6]1[C:19]([CH3:20])=[CH:18][CH:17]=[C:3]([C:1]#[N:2])[C:4]1=[O:5], predict the reactants needed to synthesize it. The reactants are: [C:1]([CH2:3][C:4]([NH:6][C:7]1[CH:12]=[CH:11][C:10]([F:13])=[CH:9][C:8]=1[F:14])=[O:5])#[N:2].CO/[CH:17]=[CH:18]/[C:19](=O)[CH3:20].N12CCN(CC1)CC2. (6) Given the product [F:1][C:2]1[CH:3]=[C:4]([CH2:9][CH:10]([C:13]2[CH:18]=[CH:17][C:16]([C:19]3[CH:24]=[CH:23][CH:22]=[CH:21][C:20]=3[CH2:25][CH2:26][CH2:27][O:28][CH3:29])=[CH:15][C:14]=2[CH3:30])[CH2:11][NH2:12])[CH:5]=[C:6]([F:8])[CH:7]=1, predict the reactants needed to synthesize it. The reactants are: [F:1][C:2]1[CH:3]=[C:4]([CH2:9][CH:10]([C:13]2[CH:18]=[CH:17][C:16]([C:19]3[CH:24]=[CH:23][CH:22]=[CH:21][C:20]=3[CH2:25][CH2:26][CH2:27][O:28][CH3:29])=[CH:15][C:14]=2[CH3:30])[C:11]#[N:12])[CH:5]=[C:6]([F:8])[CH:7]=1.CSC. (7) The reactants are: [Cl:1][C:2]1[CH:25]=[CH:24][C:5]([CH2:6][NH:7][C:8]([C:10]2[C:11](=[O:23])[C:12]3[S:19][C:18]([CH2:20]Cl)=[C:17]([CH3:22])[C:13]=3[N:14]([CH3:16])[CH:15]=2)=[O:9])=[CH:4][CH:3]=1.[OH:26][CH:27]([C:31]1[CH:36]=[CH:35][C:34]([NH:37][C:38](=[O:40])[CH3:39])=[CH:33][CH:32]=1)[CH2:28][NH:29][CH3:30].C(N(C(C)C)CC)(C)C. Given the product [C:38]([NH:37][C:34]1[CH:35]=[CH:36][C:31]([CH:27]([OH:26])[CH2:28][N:29]([CH2:20][C:18]2[S:19][C:12]3[C:11](=[O:23])[C:10]([C:8]([NH:7][CH2:6][C:5]4[CH:4]=[CH:3][C:2]([Cl:1])=[CH:25][CH:24]=4)=[O:9])=[CH:15][N:14]([CH3:16])[C:13]=3[C:17]=2[CH3:22])[CH3:30])=[CH:32][CH:33]=1)(=[O:40])[CH3:39], predict the reactants needed to synthesize it. (8) Given the product [C:29]([N:26]1[CH2:27][CH2:28][N:23]([C:20]2[CH:21]=[CH:22][C:17]([NH:16][C:13]([C:10]3[C:9]4[C:2](=[O:1])[C:3]5([CH2:4][O:47][CH2:45]5)[O:50][CH2:7][C:8]=4[O:12][CH:11]=3)=[O:15])=[C:18]([O:32][CH3:33])[CH:19]=2)[CH2:24][CH2:25]1)(=[O:31])[CH3:30], predict the reactants needed to synthesize it. The reactants are: [O:1]=[C:2]1[C:9]2[C:10]([C:13]([OH:15])=O)=[CH:11][O:12][C:8]=2[CH2:7][C:4]2(CC2)[CH2:3]1.[NH2:16][C:17]1[CH:22]=[CH:21][C:20]([N:23]2[CH2:28][CH2:27][N:26]([C:29](=[O:31])[CH3:30])[CH2:25][CH2:24]2)=[CH:19][C:18]=1[O:32][CH3:33].CN1C=C2C(C=CC(N)=C2)=N1.[CH2:45]([OH:47])C.C(OCC)(=[O:50])C.